This data is from Full USPTO retrosynthesis dataset with 1.9M reactions from patents (1976-2016). The task is: Predict the reactants needed to synthesize the given product. (1) Given the product [Br:1][C:2]1[CH:3]=[CH:4][C:5]2[N:6]([C:8]([C:16]#[C:15][CH3:17])=[CH:9][N:10]=2)[N:7]=1, predict the reactants needed to synthesize it. The reactants are: [Br:1][C:2]1[CH:3]=[CH:4][C:5]2[N:6]([C:8](I)=[CH:9][N:10]=2)[N:7]=1.CCN(C(C)C)[CH:15]([CH3:17])[CH3:16].C#CC. (2) Given the product [O:18]1[CH2:19][CH2:20][CH2:21][CH2:22][CH:17]1[O:16][C:13]1[CH:14]=[CH:15][C:10]([C:8]([C:5]2[N:4]=[CH:3][C:2]([B:26]3[O:27][C:28]([CH3:30])([CH3:29])[C:24]([CH3:40])([CH3:23])[O:25]3)=[CH:7][N:6]=2)=[O:9])=[CH:11][CH:12]=1, predict the reactants needed to synthesize it. The reactants are: Br[C:2]1[CH:3]=[N:4][C:5]([C:8]([C:10]2[CH:15]=[CH:14][C:13]([O:16][CH:17]3[CH2:22][CH2:21][CH2:20][CH2:19][O:18]3)=[CH:12][CH:11]=2)=[O:9])=[N:6][CH:7]=1.[CH3:23][C:24]1([CH3:40])[C:28]([CH3:30])([CH3:29])[O:27][B:26]([B:26]2[O:27][C:28]([CH3:30])([CH3:29])[C:24]([CH3:40])([CH3:23])[O:25]2)[O:25]1.CC([O-])=O.[K+].